From a dataset of Peptide-MHC class I binding affinity with 185,985 pairs from IEDB/IMGT. Regression. Given a peptide amino acid sequence and an MHC pseudo amino acid sequence, predict their binding affinity value. This is MHC class I binding data. (1) The peptide sequence is YPDPVIKV. The MHC is HLA-A31:01 with pseudo-sequence HLA-A31:01. The binding affinity (normalized) is 0.0847. (2) The peptide sequence is IFRRYPHL. The MHC is H-2-Kb with pseudo-sequence H-2-Kb. The binding affinity (normalized) is 0.766. (3) The binding affinity (normalized) is 0.860. The MHC is HLA-A11:01 with pseudo-sequence HLA-A11:01. The peptide sequence is IQLDEKSSIK. (4) The peptide sequence is MGHPKNAYL. The MHC is HLA-B08:01 with pseudo-sequence HLA-B08:01. The binding affinity (normalized) is 0.435. (5) The peptide sequence is NLKAMLYIIR. The MHC is HLA-A03:01 with pseudo-sequence HLA-A03:01. The binding affinity (normalized) is 0.163. (6) The peptide sequence is QTGGFFRPWSM. The MHC is Mamu-A02 with pseudo-sequence Mamu-A02. The binding affinity (normalized) is 0.175. (7) The peptide sequence is RLAEPLMDL. The MHC is HLA-A02:01 with pseudo-sequence HLA-A02:01. The binding affinity (normalized) is 0.570. (8) The peptide sequence is IQFDWYPTS. The MHC is HLA-A25:01 with pseudo-sequence HLA-A25:01. The binding affinity (normalized) is 0.0847. (9) The peptide sequence is STTVKAACWW. The MHC is HLA-A29:02 with pseudo-sequence HLA-A29:02. The binding affinity (normalized) is 0.111.